From a dataset of Catalyst prediction with 721,799 reactions and 888 catalyst types from USPTO. Predict which catalyst facilitates the given reaction. (1) Reactant: [Cl:1][C:2]1[CH:3]=[C:4]([S:9]([NH:12][C:13]2[CH:14]=[C:15]3[C:19](=[CH:20][CH:21]=2)[NH:18][C:17]([C:22]([O:24]CC)=[O:23])=[CH:16]3)(=[O:11])=[O:10])[CH:5]=[C:6]([Cl:8])[CH:7]=1.[OH-].[Na+].Cl. Product: [Cl:1][C:2]1[CH:3]=[C:4]([S:9]([NH:12][C:13]2[CH:14]=[C:15]3[C:19](=[CH:20][CH:21]=2)[NH:18][C:17]([C:22]([OH:24])=[O:23])=[CH:16]3)(=[O:10])=[O:11])[CH:5]=[C:6]([Cl:8])[CH:7]=1. The catalyst class is: 30. (2) Reactant: [N:1]1([C:6]2[CH:7]=[C:8]([CH:11]=[CH:12][CH:13]=2)[CH:9]=O)[CH:5]=[N:4][CH:3]=[N:2]1.C(N(CC)CC)C.Cl.[NH2:22][OH:23]. Product: [N:1]1([C:6]2[CH:7]=[C:8]([CH:11]=[CH:12][CH:13]=2)[CH:9]=[N:22][OH:23])[CH:5]=[N:4][CH:3]=[N:2]1. The catalyst class is: 2. (3) Reactant: C(O[C:4](=[O:22])[C:5]([CH2:12][NH:13][CH2:14][C:15]1[CH:20]=[CH:19][C:18]([F:21])=[CH:17][CH:16]=1)([CH3:11])[CH2:6][CH2:7][CH:8]([CH3:10])[CH3:9])C.[CH3:23][S:24]([NH:27][C:28]1[CH:43]=[CH:42][C:31]2[NH:32][C:33]([CH2:38][C:39](O)=[O:40])=[N:34][S:35](=[O:37])(=[O:36])[C:30]=2[CH:29]=1)(=[O:26])=[O:25].Cl.CN(C)CCCN=C=NCC.CN1CCOCC1.[H-].[Na+]. Product: [F:21][C:18]1[CH:17]=[CH:16][C:15]([CH2:14][N:13]2[CH2:12][C:5]([CH3:11])([CH2:6][CH2:7][CH:8]([CH3:9])[CH3:10])[C:4]([OH:22])=[C:38]([C:33]3[NH:32][C:31]4[CH:42]=[CH:43][C:28]([NH:27][S:24]([CH3:23])(=[O:26])=[O:25])=[CH:29][C:30]=4[S:35](=[O:36])(=[O:37])[N:34]=3)[C:39]2=[O:40])=[CH:20][CH:19]=1. The catalyst class is: 9. (4) Reactant: [Cl:1][C:2]1[C:7]([O:8][CH3:9])=[CH:6][C:5]([O:10][CH3:11])=[C:4]([Cl:12])[C:3]=1[C:13]1[CH:14]=[C:15]2[C:20](=[CH:21][CH:22]=1)[N:19]=[C:18]([NH:23][C@H:24]1[C@@H:29]([NH2:30])[CH2:28][C@H:27]3[C@@H:25]1[CH2:26]3)[N:17]=[CH:16]2.CCN(C(C)C)C(C)C.[C:40](Cl)(=[O:43])[CH:41]=[CH2:42]. Product: [Cl:12][C:4]1[C:5]([O:10][CH3:11])=[CH:6][C:7]([O:8][CH3:9])=[C:2]([Cl:1])[C:3]=1[C:13]1[CH:14]=[C:15]2[C:20](=[CH:21][CH:22]=1)[N:19]=[C:18]([NH:23][C@H:24]1[C@@H:29]([NH:30][C:40](=[O:43])[CH:41]=[CH2:42])[CH2:28][C@H:27]3[C@@H:25]1[CH2:26]3)[N:17]=[CH:16]2. The catalyst class is: 4. (5) Product: [Cl:3][C:4]1[CH:19]=[CH:18][C:7]([CH2:8][N:9]2[CH2:13][CH2:12][N:11]([CH2:21][CH2:22][CH2:23][N:11]3[CH2:12][CH2:13][N:9]([CH2:8][C:7]4[CH:18]=[CH:19][C:4]([Cl:3])=[N:5][CH:6]=4)[C:10]3=[N:14][N+:15]([O-:17])=[O:16])[C:10]2=[N:14][N+:15]([O-:17])=[O:16])=[CH:6][N:5]=1. The catalyst class is: 3. Reactant: [H-].[Na+].[Cl:3][C:4]1[CH:19]=[CH:18][C:7]([CH2:8][N:9]2[CH2:13][CH2:12][NH:11][C:10]2=[N:14][N+:15]([O-:17])=[O:16])=[CH:6][N:5]=1.I[CH2:21][CH2:22][CH2:23]I. (6) Reactant: C(OC1C=CC([NH:10][C:11]([CH2:14][C:15]([CH3:18])([CH3:17])[CH3:16])([CH3:13])[CH3:12])=CC=1)C.ClC1C=C(C=CC=1)C(OO)=[O:24].[BH4-].[Na+].[CH2:32]([O:34][C:35]1[CH:42]=[CH:41][C:38]([CH:39]=O)=[CH:37][CH:36]=1)[CH3:33].C(N)(CC(C)(C)C)(C)C. Product: [CH2:32]([O:34][C:35]1[CH:42]=[CH:41][C:38]([CH:39]=[N+:10]([C:11]([CH2:14][C:15]([CH3:18])([CH3:17])[CH3:16])([CH3:13])[CH3:12])[O-:24])=[CH:37][CH:36]=1)[CH3:33]. The catalyst class is: 61. (7) Reactant: [CH2:1]([O:4][C:5]1[CH:6]=[CH:7][CH:8]=[C:9]2[C:14]=1[CH2:13][N:12]([CH:15]([C:22]1[CH:27]=[CH:26][CH:25]=[CH:24][CH:23]=1)[C:16]1[CH:21]=[CH:20][CH:19]=[CH:18][CH:17]=1)[C@@H:11]([C@@H:28]([OH:40])[C@@H:29]([NH2:39])[CH2:30][C:31]1[CH:36]=[C:35]([F:37])[CH:34]=[C:33]([F:38])[CH:32]=1)[CH2:10]2)[CH:2]=[CH2:3].[C:41](=O)([O-])[O-:42].[K+].[K+].C(Br)C=C.C(OCC)(=O)C. Product: [F:38][C:33]1[CH:32]=[C:31]([CH:36]=[C:35]([F:37])[CH:34]=1)[CH2:30][C@H:29]1[C@@H:28]([C@H:11]2[CH2:10][C:9]3[C:14](=[C:5]([O:4][CH2:1][CH:2]=[CH2:3])[CH:6]=[CH:7][CH:8]=3)[CH2:13][N:12]2[CH:15]([C:16]2[CH:17]=[CH:18][CH:19]=[CH:20][CH:21]=2)[C:22]2[CH:27]=[CH:26][CH:25]=[CH:24][CH:23]=2)[O:40][C:41](=[O:42])[NH:39]1. The catalyst class is: 3.